The task is: Predict the product of the given reaction.. This data is from Forward reaction prediction with 1.9M reactions from USPTO patents (1976-2016). Given the reactants C([N:4]1[CH2:9][CH2:8][N:7]([C:10]2[CH:57]=[CH:56][C:13]([O:14][CH2:15][CH2:16][C@H:17]3[N:22]([C:23]([C:25]4[N:26]=[CH:27][N:28]([C@@H:36]5[CH2:41][CH2:40][CH2:39][CH2:38][C@@:37]5([OH:45])[CH2:42][O:43][CH3:44])[C:29]=4[C:30]4[CH:35]=[CH:34][CH:33]=[CH:32][CH:31]=4)=[O:24])[CH2:21][CH2:20][N:19](C(OCC4C=CC=CC=4)=O)[CH2:18]3)=[CH:12][CH:11]=2)[CH2:6][CH2:5]1)(=O)C.[OH-].[Na+], predict the reaction product. The product is: [CH3:44][O:43][CH2:42][C@:37]1([OH:45])[CH2:38][CH2:39][CH2:40][CH2:41][C@H:36]1[N:28]1[C:29]([C:30]2[CH:31]=[CH:32][CH:33]=[CH:34][CH:35]=2)=[C:25]([C:23]([N:22]2[CH2:21][CH2:20][NH:19][CH2:18][C@H:17]2[CH2:16][CH2:15][O:14][C:13]2[CH:12]=[CH:11][C:10]([N:7]3[CH2:8][CH2:9][NH:4][CH2:5][CH2:6]3)=[CH:57][CH:56]=2)=[O:24])[N:26]=[CH:27]1.